The task is: Predict the reaction yield, written as a fraction of the theoretical maximum amount of product (1.0 means a 100% yield; for example, 0.34 means a 34% yield).. This data is from Reaction yield outcomes from USPTO patents with 853,638 reactions. (1) The reactants are [NH2:1][C:2]1[C:10]([C:12]2[CH:17]=[CH:16][C:15]([C:18]3([C:21]([F:24])([F:23])[F:22])[N:20]=[N:19]3)=[CH:14][CH:13]=2)([OH:11])[C:9]2[C:4](=[CH:5][CH:6]=[C:7]([C:25]#[C:26][Si](C)(C)C)[CH:8]=2)[N:3]=1.CCCC[N+](CCCC)(CCCC)CCCC.[F-]. The catalyst is C1COCC1. The product is [NH2:1][C:2]1[C:10]([C:12]2[CH:17]=[CH:16][C:15]([C:18]3([C:21]([F:24])([F:23])[F:22])[N:20]=[N:19]3)=[CH:14][CH:13]=2)([OH:11])[C:9]2[C:4](=[CH:5][CH:6]=[C:7]([C:25]#[CH:26])[CH:8]=2)[N:3]=1. The yield is 0.860. (2) The reactants are [NH2:1][C:2]1[S:3][C:4]2[CH:32]=[CH:31][CH:30]=[CH:29][C:5]=2[C:6]=1[C:7]([N:9]1[CH2:14][CH2:13][CH:12]([N:15]2[CH2:28][CH2:27][CH2:26][C:17]3([C:21](=[O:22])[N:20]([CH2:23][CH3:24])[C:19](=[O:25])[CH2:18]3)[CH2:16]2)[CH2:11][CH2:10]1)=[O:8].[CH2:33]([N:35]=[C:36]=[O:37])[CH3:34].C(OC(C)C)(C)C. No catalyst specified. The product is [CH2:33]([NH:35][C:36]([NH:1][C:2]1[S:3][C:4]2[CH:32]=[CH:31][CH:30]=[CH:29][C:5]=2[C:6]=1[C:7]([N:9]1[CH2:14][CH2:13][CH:12]([N:15]2[CH2:28][CH2:27][CH2:26][C:17]3([C:21](=[O:22])[N:20]([CH2:23][CH3:24])[C:19](=[O:25])[CH2:18]3)[CH2:16]2)[CH2:11][CH2:10]1)=[O:8])=[O:37])[CH3:34]. The yield is 0.760. (3) The reactants are CS(O)(=O)=O.[NH2:6][CH2:7][C:8]1[CH:9]=[C:10]2[C:14](=[CH:15][CH:16]=1)[C:13](=[O:17])[N:12]([CH:18]1[CH2:23][CH2:22][C:21](=[O:24])[NH:20][C:19]1=[O:25])[CH2:11]2.CN(C(ON1N=NC2C=CC=NC1=2)=[N+](C)C)C.F[P-](F)(F)(F)(F)F.[F:50][C:51]([F:63])([C:55]1[CH:60]=[CH:59][C:58]([O:61][CH3:62])=[CH:57][CH:56]=1)[C:52](O)=[O:53].C(N(C(C)C)C(C)C)C. The product is [O:25]=[C:19]1[CH:18]([N:12]2[CH2:11][C:10]3[C:14](=[CH:15][CH:16]=[C:8]([CH2:7][NH:6][C:52](=[O:53])[C:51]([F:63])([F:50])[C:55]4[CH:56]=[CH:57][C:58]([O:61][CH3:62])=[CH:59][CH:60]=4)[CH:9]=3)[C:13]2=[O:17])[CH2:23][CH2:22][C:21](=[O:24])[NH:20]1. The catalyst is CN(C=O)C.O. The yield is 0.323. (4) The reactants are [Si:1]([O:8][CH2:9][CH2:10][C@H:11]1[CH2:16][C@@H:15]([O:17][Si:18]([C:31]([CH3:34])([CH3:33])[CH3:32])([C:25]2[CH:30]=[CH:29][CH:28]=[CH:27][CH:26]=2)[C:19]2[CH:24]=[CH:23][CH:22]=[CH:21][CH:20]=2)[CH2:14][CH2:13][C@@:12]1([C@H:36]1[CH2:44][CH2:43][C@@:42]2([CH3:45])[C@@H:38]([CH2:39][CH2:40][C:41]32[O:49][CH2:48][CH2:47][O:46]3)[C@@H:37]1[OH:50])[CH3:35])([C:4]([CH3:7])([CH3:6])[CH3:5])([CH3:3])[CH3:2].[C:51](OC(=O)C)(=[O:53])[CH3:52].C([O-])(O)=O.[Na+]. The catalyst is CN(C1C=CN=CC=1)C.N1C=CC=CC=1.CCOC(C)=O. The product is [C:51]([O:50][C@@H:37]1[C@@H:36]([C@@:12]2([CH3:35])[CH2:13][CH2:14][C@H:15]([O:17][Si:18]([C:31]([CH3:34])([CH3:33])[CH3:32])([C:25]3[CH:26]=[CH:27][CH:28]=[CH:29][CH:30]=3)[C:19]3[CH:20]=[CH:21][CH:22]=[CH:23][CH:24]=3)[CH2:16][C@@H:11]2[CH2:10][CH2:9][O:8][Si:1]([C:4]([CH3:5])([CH3:6])[CH3:7])([CH3:2])[CH3:3])[CH2:44][CH2:43][C@@:42]2([CH3:45])[C@H:38]1[CH2:39][CH2:40][C:41]12[O:46][CH2:47][CH2:48][O:49]1)(=[O:53])[CH3:52]. The yield is 0.150. (5) The product is [Cl:1][C:2]1[CH:7]=[CH:6][C:5]([C:8]2[N:12]([C:13]3[CH:14]=[CH:15][C:16]([S:19]([NH2:22])(=[O:21])=[O:20])=[CH:17][CH:18]=3)[N:11]=[C:10]([C:23]([F:24])([F:25])[F:26])[C:9]=2[Cl:31])=[CH:4][CH:3]=1. The catalyst is O. The yield is 0.750. The reactants are [Cl:1][C:2]1[CH:7]=[CH:6][C:5]([C:8]2[N:12]([C:13]3[CH:18]=[CH:17][C:16]([S:19]([NH2:22])(=[O:21])=[O:20])=[CH:15][CH:14]=3)[N:11]=[C:10]([C:23]([F:26])([F:25])[F:24])[CH:9]=2)=[CH:4][CH:3]=1.C(O)(=O)C.[Cl:31]Cl. (6) The reactants are N[C:2]1[N:7]=[C:6]([C:8]2[N:13]=[C:12]([C:14]#[N:15])[C:11]([N:16]3[CH2:20][CH2:19][C@H:18]([F:21])[CH2:17]3)=[CH:10][CH:9]=2)[CH:5]=[CH:4][N:3]=1.C[Si]([Cl:26])(C)C.N(OC(C)(C)C)=O. The catalyst is C(Cl)Cl. The product is [Cl:26][C:2]1[N:7]=[C:6]([C:8]2[N:13]=[C:12]([C:14]#[N:15])[C:11]([N:16]3[CH2:20][CH2:19][C@H:18]([F:21])[CH2:17]3)=[CH:10][CH:9]=2)[CH:5]=[CH:4][N:3]=1. The yield is 0.260. (7) The reactants are Br[CH2:2][C:3]([O:5][CH3:6])=[O:4].[Cl:7][C:8]1[CH:9]=[C:10]([CH:12]=[CH:13][CH:14]=1)[NH2:11].CCN(C(C)C)C(C)C.CN(C=O)C. The catalyst is CCOC(C)=O. The product is [CH3:6][O:5][C:3](=[O:4])[CH2:2][NH:11][C:10]1[CH:12]=[CH:13][CH:14]=[C:8]([Cl:7])[CH:9]=1. The yield is 0.970. (8) The reactants are [NH2:1][CH:2]1[CH2:7][CH2:6][N:5]([C:8]([O:10][C:11]([CH3:14])([CH3:13])[CH3:12])=[O:9])[CH2:4][CH2:3]1.[Cl:15][CH2:16][C:17](Cl)=[O:18]. The catalyst is C(Cl)Cl. The product is [Cl:15][CH2:16][C:17]([NH:1][CH:2]1[CH2:3][CH2:4][N:5]([C:8]([O:10][C:11]([CH3:14])([CH3:13])[CH3:12])=[O:9])[CH2:6][CH2:7]1)=[O:18]. The yield is 0.870. (9) The reactants are [CH3:1][C:2]1[N:9]2[C:5]([S:6][C:7]([C:10]([NH:12][NH2:13])=[O:11])=[N:8]2)=[CH:4][N:3]=1.[Cl:14][C:15]1[CH:20]=[CH:19][C:18]([CH2:21][N:22]=[C:23]=O)=[CH:17][C:16]=1[Cl:25].ClC(Cl)(Cl)Cl.CCN(CC)CC.C1(P(C2C=CC=CC=2)C2C=CC=CC=2)C=CC=CC=1. The catalyst is C1COCC1. The product is [Cl:25][C:16]1[CH:17]=[C:18]([CH:19]=[CH:20][C:15]=1[Cl:14])[CH2:21][NH:22][C:23]1[O:11][C:10]([C:7]2[S:6][C:5]3=[CH:4][N:3]=[C:2]([CH3:1])[N:9]3[N:8]=2)=[N:12][N:13]=1. The yield is 0.910.